From a dataset of Peptide-MHC class II binding affinity with 134,281 pairs from IEDB. Regression. Given a peptide amino acid sequence and an MHC pseudo amino acid sequence, predict their binding affinity value. This is MHC class II binding data. (1) The peptide sequence is TPGQCNMVVERLGDY. The MHC is DRB1_1101 with pseudo-sequence DRB1_1101. The binding affinity (normalized) is 0.266. (2) The peptide sequence is DNINTPEGIIPALFE. The MHC is DRB4_0101 with pseudo-sequence DRB4_0103. The binding affinity (normalized) is 0.168.